From a dataset of Reaction yield outcomes from USPTO patents with 853,638 reactions. Predict the reaction yield, written as a fraction of the theoretical maximum amount of product (1.0 means a 100% yield; for example, 0.34 means a 34% yield). (1) The reactants are [Cl:1][C:2]1[CH:11]=[C:10](Cl)[C:9]2[C:4](=[CH:5][CH:6]=[C:7]([CH3:13])[CH:8]=2)[N:3]=1.[C:14]([O:22][CH2:23][CH3:24])(=[O:21])[CH2:15][C:16]([O:18][CH2:19][CH3:20])=[O:17].C(=O)([O-])[O-].[K+].[K+]. The catalyst is CN(C)C=O. The product is [Cl:1][C:2]1[CH:11]=[C:10]([CH:15]([C:16]([O:18][CH2:19][CH3:20])=[O:17])[C:14]([O:22][CH2:23][CH3:24])=[O:21])[C:9]2[C:4](=[CH:5][CH:6]=[C:7]([CH3:13])[CH:8]=2)[N:3]=1. The yield is 0.400. (2) The reactants are BrC1SC2C=C(C(OCC)=O)C=CC=2N=1.FC1(F)CCNCC1.C([O-])([O-])=O.[Cs+].[Cs+].[F:30][C:31]1([F:51])[CH2:36][CH2:35][N:34]([C:37]2[S:38][C:39]3[CH:45]=[C:44]([C:46]([O:48]CC)=[O:47])[CH:43]=[CH:42][C:40]=3[N:41]=2)[CH2:33][CH2:32]1.Cl. The catalyst is CC#N.O. The product is [F:51][C:31]1([F:30])[CH2:36][CH2:35][N:34]([C:37]2[S:38][C:39]3[CH:45]=[C:44]([C:46]([OH:48])=[O:47])[CH:43]=[CH:42][C:40]=3[N:41]=2)[CH2:33][CH2:32]1. The yield is 0.990. (3) No catalyst specified. The product is [C:41]([NH:1][C:2]1[CH:7]=[C:6]([O:8][C:9]2[CH:10]=[CH:11][C:12]([NH:15][C:16]([C:18]3[C:19](=[O:33])[N:20]([C:27]4[CH:28]=[CH:29][CH:30]=[CH:31][CH:32]=4)[N:21]4[CH2:26][CH2:25][O:24][CH2:23][C:22]=34)=[O:17])=[CH:13][CH:14]=2)[CH:5]=[CH:4][N:3]=1)(=[O:43])[CH3:42]. The reactants are [NH2:1][C:2]1[CH:7]=[C:6]([O:8][C:9]2[CH:14]=[CH:13][C:12]([NH:15][C:16]([C:18]3[C:19](=[O:33])[N:20]([C:27]4[CH:32]=[CH:31][CH:30]=[CH:29][CH:28]=4)[N:21]4[CH2:26][CH2:25][O:24][CH2:23][C:22]=34)=[O:17])=[CH:11][CH:10]=2)[CH:5]=[CH:4][N:3]=1.CCN(CC)CC.[C:41](OC(=O)C)(=[O:43])[CH3:42]. The yield is 0.600. (4) The reactants are CS(C1C=CC(C2C=CC(C(=C3CC(C)(C)CC(C)(C)C3)C3C=CC(O)=CC=3)=CC=2)=CC=1)(=O)=O.Br[C:36]1[CH:41]=[CH:40][C:39]([C:42](=[C:50]2[CH2:57][CH2:56][CH2:55][CH2:54][CH2:53][CH2:52][CH2:51]2)[C:43]2[CH:48]=[CH:47][C:46]([OH:49])=[CH:45][CH:44]=2)=[CH:38][CH:37]=1.[C:58]([C:60]1[CH:65]=[CH:64][C:63](B(O)O)=[CH:62][CH:61]=1)#[N:59].C([O-])([O-])=O.[Na+].[Na+]. The catalyst is Cl[Pd](Cl)([P](C1C=CC=CC=1)(C1C=CC=CC=1)C1C=CC=CC=1)[P](C1C=CC=CC=1)(C1C=CC=CC=1)C1C=CC=CC=1.O.C1COCC1. The product is [C:50]1(=[C:42]([C:43]2[CH:48]=[CH:47][C:46]([OH:49])=[CH:45][CH:44]=2)[C:39]2[CH:38]=[CH:37][C:36]([C:63]3[CH:64]=[CH:65][C:60]([C:58]#[N:59])=[CH:61][CH:62]=3)=[CH:41][CH:40]=2)[CH2:51][CH2:52][CH2:53][CH2:54][CH2:55][CH2:56][CH2:57]1. The yield is 0.760. (5) The reactants are [CH2:1]([C:3]1[C:11]([CH3:12])=[C:10]2[C:6]([C:7](=[O:13])[O:8][CH2:9]2)=[C:5]([O:14][CH2:15][CH2:16][Si:17]([CH3:20])([CH3:19])[CH3:18])[C:4]=1CC=O)[CH3:2].C1(P(C2C=CC=CC=2)(C2C=CC=CC=2)=C(C)C=[O:33])C=CC=CC=1.[C:47]1([CH3:53])[CH:52]=CC=[CH:49][CH:48]=1. No catalyst specified. The product is [CH2:1]([C:3]1[C:11]([CH3:12])=[C:10]2[C:6]([C:7](=[O:13])[O:8][CH2:9]2)=[C:5]([O:14][CH2:15][CH2:16][Si:17]([CH3:18])([CH3:19])[CH3:20])[C:4]=1[CH2:49][CH:48]=[C:47]([CH3:53])[CH:52]=[O:33])[CH3:2]. The yield is 0.770. (6) The reactants are [CH3:1][C:2]([Si:5]([O:8][CH2:9][CH2:10][O:11][C:12]1[CH:17]=[CH:16][C:15]([N+:18]([O-])=O)=[CH:14][C:13]=1[F:21])([CH3:7])[CH3:6])([CH3:4])[CH3:3]. The catalyst is [Pd].CCOC(C)=O. The product is [CH3:4][C:2]([Si:5]([CH3:7])([CH3:6])[O:8][CH2:9][CH2:10][O:11][C:12]1[CH:17]=[CH:16][C:15]([NH2:18])=[CH:14][C:13]=1[F:21])([CH3:1])[CH3:3]. The yield is 1.00. (7) The reactants are [F:1][C:2]1[CH:7]=[CH:6][C:5]([O:8][C:9]2[CH:14]=[CH:13][C:12]([N+:15]([O-])=O)=[CH:11][CH:10]=2)=[CH:4][C:3]=1[C:18]([F:21])([F:20])[F:19]. The catalyst is CO.[Pd]. The product is [F:1][C:2]1[CH:7]=[CH:6][C:5]([O:8][C:9]2[CH:10]=[CH:11][C:12]([NH2:15])=[CH:13][CH:14]=2)=[CH:4][C:3]=1[C:18]([F:19])([F:20])[F:21]. The yield is 0.950. (8) The reactants are Cl.[NH2:2][NH:3][C:4]([NH2:6])=[O:5].[CH2:7]([C:9]([CH3:11])=O)[CH3:8].C([O-])(=O)C.[Na+]. The catalyst is O. The product is [CH3:8][C:7](=[N:2][NH:3][C:4]([NH2:6])=[O:5])[CH2:9][CH3:11]. The yield is 0.720. (9) The reactants are [Br:1][C:2]1[N:3]=[N:4][N:5]([CH3:8])[C:6]=1[CH3:7].[Br:9][C:10]1[C:14]([CH3:15])=[N:13][N:12]([CH3:16])[N:11]=1.[Br:17]N1C(=O)CCC1=O.N(C(C)(C)C#N)=NC(C)(C)C#N. The catalyst is C(Cl)(Cl)(Cl)Cl. The product is [Br:1][C:2]1[N:3]=[N:4][N:5]([CH3:8])[C:6]=1[CH2:7][Br:9].[Br:9][C:10]1[C:14]([CH2:15][Br:17])=[N:13][N:12]([CH3:16])[N:11]=1. The yield is 0.380.